Dataset: Catalyst prediction with 721,799 reactions and 888 catalyst types from USPTO. Task: Predict which catalyst facilitates the given reaction. (1) Reactant: [CH2:1]([O:3][C:4]([C:6]1[C:7]([CH3:32])=[N:8][N:9]([C:12]2[CH:17]=[CH:16][C:15]([CH2:18][C:19]3[C:20]([CH2:30][CH3:31])=[N:21][N:22]4[C:27]([CH3:28])=[CH:26][C:25]([CH3:29])=[N:24][C:23]=34)=[CH:14][CH:13]=2)[C:10]=1N)=[O:5])[CH3:2].C(ON=O)CC(C)C. Product: [CH2:1]([O:3][C:4]([C:6]1[C:7]([CH3:32])=[N:8][N:9]([C:12]2[CH:17]=[CH:16][C:15]([CH2:18][C:19]3[C:20]([CH2:30][CH3:31])=[N:21][N:22]4[C:27]([CH3:28])=[CH:26][C:25]([CH3:29])=[N:24][C:23]=34)=[CH:14][CH:13]=2)[CH:10]=1)=[O:5])[CH3:2]. The catalyst class is: 1. (2) Reactant: [F:1][C:2]1[C:7]([O:8][CH3:9])=[CH:6][C:5]([O:10][CH3:11])=[C:4]([F:12])[C:3]=1[C:13]#[C:14][C:15]1[N:16]=[C:17]2[CH:23]=[CH:22][N:21]([S:24]([C:27]3[CH:32]=[CH:31][CH:30]=[CH:29][CH:28]=3)(=[O:26])=[O:25])[C:18]2=[N:19][CH:20]=1.CO. Product: [F:1][C:2]1[C:7]([O:8][CH3:9])=[CH:6][C:5]([O:10][CH3:11])=[C:4]([F:12])[C:3]=1[CH2:13][CH2:14][C:15]1[N:16]=[C:17]2[CH:23]=[CH:22][N:21]([S:24]([C:27]3[CH:32]=[CH:31][CH:30]=[CH:29][CH:28]=3)(=[O:26])=[O:25])[C:18]2=[N:19][CH:20]=1. The catalyst class is: 312.